Regression. Given a peptide amino acid sequence and an MHC pseudo amino acid sequence, predict their binding affinity value. This is MHC class II binding data. From a dataset of Peptide-MHC class II binding affinity with 134,281 pairs from IEDB. (1) The peptide sequence is SSVFNVVNSSIGLIM. The MHC is DRB1_0401 with pseudo-sequence DRB1_0401. The binding affinity (normalized) is 0.435. (2) The peptide sequence is DNSFVSAISQTEVKE. The MHC is DRB1_0301 with pseudo-sequence DRB1_0301. The binding affinity (normalized) is 0.423.